This data is from Forward reaction prediction with 1.9M reactions from USPTO patents (1976-2016). The task is: Predict the product of the given reaction. Given the reactants [NH2:1][C:2]1[CH:7]=[CH:6][C:5]([C@@H:8]2[O:13][CH2:12][CH2:11][N:10]([C:14]([O:16][C:17]([CH3:20])([CH3:19])[CH3:18])=[O:15])[CH2:9]2)=[CH:4][CH:3]=1.[F:21][C:22]1[CH:27]=[CH:26][C:25]([N:28]2[CH:32]=[C:31]([C:33](O)=[O:34])[CH:30]=[N:29]2)=[CH:24][CH:23]=1.CN(C(ON1N=NC2C=CC=CC1=2)=[N+](C)C)C.F[P-](F)(F)(F)(F)F.CN1CCOCC1, predict the reaction product. The product is: [F:21][C:22]1[CH:23]=[CH:24][C:25]([N:28]2[CH:32]=[C:31]([C:33]([NH:1][C:2]3[CH:7]=[CH:6][C:5]([C@@H:8]4[O:13][CH2:12][CH2:11][N:10]([C:14]([O:16][C:17]([CH3:20])([CH3:19])[CH3:18])=[O:15])[CH2:9]4)=[CH:4][CH:3]=3)=[O:34])[CH:30]=[N:29]2)=[CH:26][CH:27]=1.